Dataset: Catalyst prediction with 721,799 reactions and 888 catalyst types from USPTO. Task: Predict which catalyst facilitates the given reaction. (1) Reactant: [CH2:1]([C:4]1[N:8]([CH2:9][C:10]([O:12]C)=O)[N:7]=[C:6]([C:14]([F:17])([F:16])[F:15])[CH:5]=1)[CH:2]=[CH2:3].[NH2:18][C@@H:19]([CH2:31][C:32]1[CH:37]=[CH:36][CH:35]=[C:34]([Br:38])[CH:33]=1)[C:20]([N:22]([C:24]1[CH:29]=[CH:28][C:27]([Cl:30])=[CH:26][CH:25]=1)[CH3:23])=[O:21].CN(C(ON1N=NC2C=CC=NC1=2)=[N+](C)C)C.F[P-](F)(F)(F)(F)F.CCN(C(C)C)C(C)C. Product: [CH2:1]([C:4]1[N:8]([CH2:9][C:10]([NH:18][C@@H:19]([CH2:31][C:32]2[CH:37]=[CH:36][CH:35]=[C:34]([Br:38])[CH:33]=2)[C:20]([N:22]([C:24]2[CH:25]=[CH:26][C:27]([Cl:30])=[CH:28][CH:29]=2)[CH3:23])=[O:21])=[O:12])[N:7]=[C:6]([C:14]([F:17])([F:16])[F:15])[CH:5]=1)[CH:2]=[CH2:3]. The catalyst class is: 3. (2) Reactant: [CH2:1]([N:3]1[CH:8]([CH3:9])[C:7]([CH3:11])([CH3:10])[O:6][C:5](=[O:12])[CH:4]1[CH2:13][C:14]([OH:16])=O)[CH3:2].C(N(C(C)C)CC)(C)C.CN(C(ON1N=NC2C=CC=NC1=2)=[N+](C)C)C.F[P-](F)(F)(F)(F)F.[CH:50]([C:53]1[CH:59]=[CH:58][C:56]([NH2:57])=[CH:55][CH:54]=1)([CH3:52])[CH3:51]. Product: [CH2:1]([N:3]1[CH:8]([CH3:9])[C:7]([CH3:10])([CH3:11])[O:6][C:5](=[O:12])[CH:4]1[CH2:13][C:14]([NH:57][C:56]1[CH:58]=[CH:59][C:53]([CH:50]([CH3:52])[CH3:51])=[CH:54][CH:55]=1)=[O:16])[CH3:2]. The catalyst class is: 3.